Dataset: Full USPTO retrosynthesis dataset with 1.9M reactions from patents (1976-2016). Task: Predict the reactants needed to synthesize the given product. Given the product [NH2:10][C:5]1[C:4]([C:1]2[O:3][N:35]=[C:18]([C:19]([O:21][CH2:22][CH3:23])=[O:20])[CH:2]=2)=[CH:9][CH:8]=[CH:7][N:6]=1, predict the reactants needed to synthesize it. The reactants are: [C:1]([C:4]1[C:5]([NH:10]C(=O)OCCCC)=[N:6][CH:7]=[CH:8][CH:9]=1)(=[O:3])[CH3:2].[C:18](OCC)(=O)[C:19]([O:21][CH2:22][CH3:23])=[O:20].CC(C)([O-])C.[K+].Cl.[NH2:35]O.